From a dataset of Full USPTO retrosynthesis dataset with 1.9M reactions from patents (1976-2016). Predict the reactants needed to synthesize the given product. Given the product [C:29](=[N:24][C:2]1[CH:3]=[CH:4][C:5]([F:17])=[C:6]([C:8]2([CH3:11])[NH:12][C:13](=[O:16])[CH2:14][O:10][CH2:9]2)[CH:7]=1)([C:30]1[CH:31]=[CH:11][CH:8]=[CH:9][CH:32]=1)[C:2]1[CH:3]=[CH:4][CH:5]=[CH:6][CH:7]=1, predict the reactants needed to synthesize it. The reactants are: Br[C:2]1[CH:3]=[CH:4][C:5]([F:17])=[C:6]([C:8]([NH:12][C:13](=[O:16])[CH2:14]Cl)([CH3:11])[CH2:9][OH:10])[CH:7]=1.[K].CCSC([N:24]([CH2:29][CH:30]([CH3:32])[CH3:31])CC(C)C)=O.